From a dataset of Peptide-MHC class II binding affinity with 134,281 pairs from IEDB. Regression. Given a peptide amino acid sequence and an MHC pseudo amino acid sequence, predict their binding affinity value. This is MHC class II binding data. (1) The peptide sequence is NNPKEWLQVDFQKTMKVTGV. The MHC is DRB1_0701 with pseudo-sequence DRB1_0701. The binding affinity (normalized) is 0. (2) The peptide sequence is VCKHTYVDRGWGNGC. The MHC is DRB1_1302 with pseudo-sequence DRB1_1302. The binding affinity (normalized) is 0.125.